From a dataset of Full USPTO retrosynthesis dataset with 1.9M reactions from patents (1976-2016). Predict the reactants needed to synthesize the given product. (1) The reactants are: [Cl:1][C:2]1[N:3]=[N:4][C:5]([Cl:9])=[CH:6][C:7]=1Cl.C(=O)([O-])[O-].[Na+].[Na+].[N:16]1([CH2:22][CH2:23][OH:24])[CH2:21][CH2:20][NH:19][CH2:18][CH2:17]1. Given the product [Cl:1][C:2]1[N:3]=[N:4][C:5]([Cl:9])=[CH:6][C:7]=1[N:19]1[CH2:20][CH2:21][N:16]([CH2:22][CH2:23][OH:24])[CH2:17][CH2:18]1, predict the reactants needed to synthesize it. (2) Given the product [Cl:34][C:30]1[CH:29]=[C:28]([C:7]2[N:8]=[C:9]([N:11]3[C:15]4[CH:16]=[C:17]([CH2:20][N:21]5[CH2:22][CH2:23][N:24]([CH3:27])[CH2:25][CH2:26]5)[CH:18]=[CH:19][C:14]=4[N:13]=[CH:12]3)[S:10][C:6]=2[C:4]([OH:5])=[O:3])[CH:33]=[CH:32][CH:31]=1, predict the reactants needed to synthesize it. The reactants are: C([O:3][C:4]([C:6]1[S:10][C:9]([N:11]2[C:15]3[CH:16]=[C:17]([CH2:20][N:21]4[CH2:26][CH2:25][N:24]([CH3:27])[CH2:23][CH2:22]4)[CH:18]=[CH:19][C:14]=3[N:13]=[CH:12]2)=[N:8][C:7]=1[C:28]1[CH:33]=[CH:32][CH:31]=[C:30]([Cl:34])[CH:29]=1)=[O:5])C.[OH-].[Li+]. (3) Given the product [CH2:36]([N:32]1[CH2:33][CH2:34][CH2:35][C@H:30]([NH:29][C:2]2[CH:3]=[C:4]([N:13]([CH2:20][C:21]3[CH:26]=[CH:25][C:24]([O:27][CH3:28])=[CH:23][CH:22]=3)[C:14]3[CH:19]=[CH:18][CH:17]=[CH:16][CH:15]=3)[C:5]3[N:6]([C:8]([C:11]#[N:12])=[CH:9][N:10]=3)[N:7]=2)[CH2:31]1)[C:37]1[CH:38]=[CH:39][CH:40]=[CH:41][CH:42]=1, predict the reactants needed to synthesize it. The reactants are: Cl[C:2]1[CH:3]=[C:4]([N:13]([CH2:20][C:21]2[CH:26]=[CH:25][C:24]([O:27][CH3:28])=[CH:23][CH:22]=2)[C:14]2[CH:19]=[CH:18][CH:17]=[CH:16][CH:15]=2)[C:5]2[N:6]([C:8]([C:11]#[N:12])=[CH:9][N:10]=2)[N:7]=1.[NH2:29][C@H:30]1[CH2:35][CH2:34][CH2:33][N:32]([CH2:36][C:37]2[CH:42]=[CH:41][CH:40]=[CH:39][CH:38]=2)[CH2:31]1. (4) Given the product [CH2:12]([O:11][P:10]([C:2]1[CH:7]=[CH:6][C:5]([CH3:8])=[CH:4][C:3]=1[CH3:9])(=[O:17])[O:14][CH2:15][CH3:16])[CH3:13], predict the reactants needed to synthesize it. The reactants are: I[C:2]1[CH:7]=[CH:6][C:5]([CH3:8])=[CH:4][C:3]=1[CH3:9].[P:10]([O:17]CC)([O:14][CH2:15][CH3:16])[O:11][CH2:12][CH3:13]. (5) The reactants are: C1C(=O)N([Br:8])C(=O)C1.[Cl:9][C:10]1[C:16]([F:17])=[CH:15][CH:14]=[CH:13][C:11]=1[NH2:12].O. Given the product [Br:8][C:15]1[CH:14]=[CH:13][C:11]([NH2:12])=[C:10]([Cl:9])[C:16]=1[F:17], predict the reactants needed to synthesize it. (6) Given the product [CH3:26][O:27][C:28]1[CH:29]=[C:30]2[C:35](=[CH:36][C:37]=1[O:38][CH2:39][CH2:40][O:41][CH3:42])[N:34]=[CH:33][N:32]=[C:31]2[O:43][C:44]1[CH:45]=[C:46]([NH:47][C:13]([NH:12][C:11]2[N:7]([C:1]3[CH:2]=[CH:3][CH:4]=[CH:5][CH:6]=3)[N:8]=[C:9]([C:22]([F:23])([F:24])[F:25])[CH:10]=2)=[O:21])[CH:48]=[CH:49][CH:50]=1, predict the reactants needed to synthesize it. The reactants are: [C:1]1([N:7]2[C:11]([NH:12][C:13](=[O:21])OC3C=CC=CC=3)=[CH:10][C:9]([C:22]([F:25])([F:24])[F:23])=[N:8]2)[CH:6]=[CH:5][CH:4]=[CH:3][CH:2]=1.[CH3:26][O:27][C:28]1[CH:29]=[C:30]2[C:35](=[CH:36][C:37]=1[O:38][CH2:39][CH2:40][O:41][CH3:42])[N:34]=[CH:33][N:32]=[C:31]2[O:43][C:44]1[CH:45]=[C:46]([CH:48]=[CH:49][CH:50]=1)[NH2:47].C(N(CC)C(C)C)(C)C.